This data is from Full USPTO retrosynthesis dataset with 1.9M reactions from patents (1976-2016). The task is: Predict the reactants needed to synthesize the given product. (1) Given the product [Cl:8][C:9]1[CH:14]=[CH:13][CH:12]=[CH:11][C:10]=1[S:15]([NH:1][C@@H:2]([CH2:3][OH:4])[C:5]([OH:7])=[O:6])(=[O:17])=[O:16], predict the reactants needed to synthesize it. The reactants are: [NH2:1][C@H:2]([C:5]([OH:7])=[O:6])[CH2:3][OH:4].[Cl:8][C:9]1[CH:14]=[CH:13][CH:12]=[CH:11][C:10]=1[S:15](Cl)(=[O:17])=[O:16]. (2) The reactants are: [CH3:1][O:2][C:3](=[O:12])[C:4]1[CH:9]=[CH:8][CH:7]=[C:6]([NH:10][CH3:11])[CH:5]=1.[C:13](=[O:16])(O)[O-].[Na+].[CH2:18](Cl)[CH:19]=C. Given the product [CH3:1][O:2][C:3](=[O:12])[C:4]1[CH:9]=[CH:8][CH:7]=[C:6]([NH:10][CH2:11][C:13](=[O:16])[CH:18]=[CH2:19])[CH:5]=1, predict the reactants needed to synthesize it. (3) Given the product [N:32]1[CH:31]=[CH:30][C:29]([C:9]2[C:10]3[C:15](=[CH:14][CH:13]=[C:12]([NH:16][C:17]([C:19]4[CH:20]=[CH:21][C:22]([C:23]([O:25][CH3:26])=[O:24])=[CH:27][CH:28]=4)=[O:18])[CH:11]=3)[NH:7][N:8]=2)=[CH:34][CH:33]=1, predict the reactants needed to synthesize it. The reactants are: O1CCCCC1[N:7]1[C:15]2[C:10](=[CH:11][C:12]([NH:16][C:17]([C:19]3[CH:28]=[CH:27][C:22]([C:23]([O:25][CH3:26])=[O:24])=[CH:21][CH:20]=3)=[O:18])=[CH:13][CH:14]=2)[C:9]([C:29]2[CH:34]=[CH:33][N:32]=[CH:31][CH:30]=2)=[N:8]1. (4) Given the product [CH3:40][CH:2]([CH3:1])[C:3]([O:5][C:6]1[CH:11]=[CH:10][C:9]([P:12]([O:23][CH2:24][CH3:25])([CH2:14][P:15]([O:20][CH2:21][CH3:22])([O:17][CH2:18][CH3:19])=[O:16])=[O:13])=[CH:8][C:7]=1[C:26]([CH3:39])([CH3:38])[CH2:27][C:28]([OH:30])=[O:29])=[O:4], predict the reactants needed to synthesize it. The reactants are: [CH3:1][CH:2]([CH3:40])[C:3]([O:5][C:6]1[CH:11]=[CH:10][C:9]([P:12]([O:23][CH2:24][CH3:25])([CH2:14][P:15]([O:20][CH2:21][CH3:22])([O:17][CH2:18][CH3:19])=[O:16])=[O:13])=[CH:8][C:7]=1[C:26]([CH3:39])([CH3:38])[CH2:27][C:28]([O:30]CC1C=CC=CC=1)=[O:29])=[O:4]. (5) Given the product [C:16]([C:15]1[CH:14]=[C:13]([CH:20]=[CH:19][CH:18]=1)[O:12][C:2]1[CH:9]=[CH:8][C:7]([CH:10]=[O:11])=[CH:6][C:3]=1[C:4]#[N:5])#[N:17], predict the reactants needed to synthesize it. The reactants are: F[C:2]1[CH:9]=[CH:8][C:7]([CH:10]=[O:11])=[CH:6][C:3]=1[C:4]#[N:5].[OH:12][C:13]1[CH:14]=[C:15]([CH:18]=[CH:19][CH:20]=1)[C:16]#[N:17]. (6) Given the product [F:1][C:2]1[CH:11]=[C:10]2[C:5]([C:6]([O:19][CH2:20][CH2:21][OH:22])=[C:7]([C:13]3[CH:18]=[CH:17][CH:16]=[CH:15][CH:14]=3)[NH:8][C:9]2=[O:12])=[CH:4][CH:3]=1, predict the reactants needed to synthesize it. The reactants are: [F:1][C:2]1[CH:11]=[C:10]2[C:5]([C:6]([O:19][CH2:20][CH2:21][O:22]C3CCCCO3)=[C:7]([C:13]3[CH:18]=[CH:17][CH:16]=[CH:15][CH:14]=3)[NH:8][C:9]2=[O:12])=[CH:4][CH:3]=1.